Task: Predict the reactants needed to synthesize the given product.. Dataset: Full USPTO retrosynthesis dataset with 1.9M reactions from patents (1976-2016) (1) Given the product [Cl:11][C:8]1[CH:9]=[CH:10][C:5]([CH2:4][C:3]2[N:13]=[C:14]([NH2:16])[S:15][CH:2]=2)=[CH:6][CH:7]=1, predict the reactants needed to synthesize it. The reactants are: Br[CH2:2][C:3](=O)[CH2:4][C:5]1[CH:10]=[CH:9][C:8]([Cl:11])=[CH:7][CH:6]=1.[NH2:13][C:14]([NH2:16])=[S:15]. (2) Given the product [CH3:3][O:4][CH2:5][CH2:6][O:7][C:9]1[CH:10]=[CH:11][C:12]([S:15]([NH:18][C:19]2[CH:20]=[CH:21][C:22]([CH3:25])=[CH:23][CH:24]=2)(=[O:16])=[O:17])=[CH:13][CH:14]=1, predict the reactants needed to synthesize it. The reactants are: [H-].[Na+].[CH3:3][O:4][CH2:5][CH2:6][OH:7].F[C:9]1[CH:14]=[CH:13][C:12]([S:15]([NH:18][C:19]2[CH:24]=[CH:23][C:22]([CH3:25])=[CH:21][CH:20]=2)(=[O:17])=[O:16])=[CH:11][CH:10]=1. (3) Given the product [Cl:1][C:2]1[N:11]=[CH:10][C:9]2[N:8]([CH2:19][CH:20]3[CH2:22][CH2:21]3)[C:7](=[O:12])[C:6]3([CH3:17])[CH2:13][O:14][CH2:15][CH2:16][N:5]3[C:4]=2[N:3]=1, predict the reactants needed to synthesize it. The reactants are: [Cl:1][C:2]1[N:11]=[CH:10][C:9]2[NH:8][C:7](=[O:12])[C:6]3([CH3:17])[CH2:13][O:14][CH2:15][CH2:16][N:5]3[C:4]=2[N:3]=1.Br[CH2:19][CH:20]1[CH2:22][CH2:21]1.C(=O)([O-])[O-].[K+].[K+].CCOC(C)=O. (4) Given the product [CH3:1][O:2][C:3]1[C:4]([C@@H:20]2[O:46][C@H:45]([CH2:47][OH:48])[C@@H:37]([OH:38])[C@H:29]([OH:30])[C@H:21]2[OH:22])=[CH:5][C:6]2[C:10]([CH2:11][CH2:12][C:13]3[CH:14]=[CH:15][CH:16]=[CH:17][CH:18]=3)=[CH:9][O:8][C:7]=2[CH:19]=1, predict the reactants needed to synthesize it. The reactants are: [CH3:1][O:2][C:3]1[C:4]([C@@H:20]2[O:46][C@H:45]([CH2:47][O:48]C(=O)C(C)(C)C)[C@@H:37]([O:38]C(=O)C(C)(C)C)[C@H:29]([O:30]C(=O)C(C)(C)C)[C@H:21]2[O:22]C(=O)C(C)(C)C)=[CH:5][C:6]2[C:10]([CH2:11][CH2:12][C:13]3[CH:18]=[CH:17][CH:16]=[CH:15][CH:14]=3)=[CH:9][O:8][C:7]=2[CH:19]=1.C[O-].[Na+]. (5) The reactants are: [NH2:1][C:2]1[CH:7]=[CH:6][C:5]([C:8]2[C:16]3[C:11](=[N:12][CH:13]=[N:14][C:15]=3[NH2:17])[N:10]([CH:18]3[CH2:23][CH2:22][N:21]([CH:24]4[CH2:29][CH2:28][N:27]([CH3:30])[CH2:26][CH2:25]4)[CH2:20][CH2:19]3)[N:9]=2)=[CH:4][C:3]=1[O:31][CH3:32].[O:33]1[CH:37]=[CH:36][CH:35]=[C:34]1[CH:38]=O.C(O[BH-](OC(=O)C)OC(=O)C)(=O)C.[Na+].C(O)(=O)C.C(=O)(O)[O-].[Na+]. Given the product [O:33]1[CH:37]=[CH:36][CH:35]=[C:34]1[CH2:38][NH:1][C:2]1[CH:7]=[CH:6][C:5]([C:8]2[C:16]3[C:11](=[N:12][CH:13]=[N:14][C:15]=3[NH2:17])[N:10]([CH:18]3[CH2:23][CH2:22][N:21]([CH:24]4[CH2:29][CH2:28][N:27]([CH3:30])[CH2:26][CH2:25]4)[CH2:20][CH2:19]3)[N:9]=2)=[CH:4][C:3]=1[O:31][CH3:32], predict the reactants needed to synthesize it. (6) Given the product [F:1][C:2]1[CH:3]=[N:4][CH:5]=[CH:6][C:7]=1[CH:16]([OH:18])[CH3:17], predict the reactants needed to synthesize it. The reactants are: [F:1][C:2]1[CH:3]=[N:4][CH:5]=[CH:6][CH:7]=1.C([N-]C(C)C)(C)C.[Li+].[CH:16](=[O:18])[CH3:17].[Cl-].[NH4+].